This data is from Catalyst prediction with 721,799 reactions and 888 catalyst types from USPTO. The task is: Predict which catalyst facilitates the given reaction. (1) The catalyst class is: 4. Product: [OH:6][C:7]([CH3:36])([CH3:37])[CH2:8][C@@:9]1([C:30]2[CH:35]=[CH:34][CH:33]=[CH:32][CH:31]=2)[O:14][C:13](=[O:15])[N:12]([C@H:16]([C:18]2[CH:23]=[CH:22][C:21]([CH:24]3[CH2:29][CH2:28][N:27]([S:2]([CH3:1])(=[O:4])=[O:3])[CH2:26][CH2:25]3)=[CH:20][CH:19]=2)[CH3:17])[CH2:11][CH2:10]1. Reactant: [CH3:1][S:2](Cl)(=[O:4])=[O:3].[OH:6][C:7]([CH3:37])([CH3:36])[CH2:8][C@@:9]1([C:30]2[CH:35]=[CH:34][CH:33]=[CH:32][CH:31]=2)[O:14][C:13](=[O:15])[N:12]([C@H:16]([C:18]2[CH:23]=[CH:22][C:21]([CH:24]3[CH2:29][CH2:28][NH:27][CH2:26][CH2:25]3)=[CH:20][CH:19]=2)[CH3:17])[CH2:11][CH2:10]1.C(N(CC)CC)C. (2) Reactant: [CH2:1]1[C:10]2[C:5](=[CH:6][C:7]([CH2:11][NH2:12])=[CH:8][CH:9]=2)[CH2:4][CH2:3][NH:2]1.CCN(C(C)C)C(C)C.Cl[C:23]1[C:24]2[C:25](=[N:29][N:30]([CH2:32][C:33]3[CH:38]=[CH:37][C:36]([CH2:39][N:40]4[CH:44]=[CH:43][CH:42]=[N:41]4)=[CH:35][CH:34]=3)[CH:31]=2)[N:26]=[CH:27][N:28]=1. Product: [N:40]1([CH2:39][C:36]2[CH:37]=[CH:38][C:33]([CH2:32][N:30]3[CH:31]=[C:24]4[C:25]([N:26]=[CH:27][N:28]=[C:23]4[NH:12][CH2:11][C:7]4[CH:6]=[C:5]5[C:10](=[CH:9][CH:8]=4)[CH2:1][NH:2][CH2:3][CH2:4]5)=[N:29]3)=[CH:34][CH:35]=2)[CH:44]=[CH:43][CH:42]=[N:41]1. The catalyst class is: 44. (3) Reactant: [C:1](#[N:4])[CH2:2][CH3:3].[Li+].C[Si]([N-][Si](C)(C)C)(C)C.[CH3:15][N:16]1[CH:20]=[C:19]([C:21](OCC)=[O:22])[N:18]=[CH:17]1. Product: [CH3:3][CH:2]([C:21]([C:19]1[N:18]=[CH:17][N:16]([CH3:15])[CH:20]=1)=[O:22])[C:1]#[N:4]. The catalyst class is: 1. (4) Reactant: [CH3:1][O:2][C:3](=[O:12])[C:4]1[CH:9]=[CH:8][C:7](F)=[CH:6][C:5]=1[Cl:11].Cl.[CH3:14][NH:15][CH3:16].C(=O)([O-])[O-].[K+].[K+]. Product: [CH3:1][O:2][C:3](=[O:12])[C:4]1[CH:9]=[CH:8][C:7]([N:15]([CH3:16])[CH3:14])=[CH:6][C:5]=1[Cl:11]. The catalyst class is: 16.